This data is from Peptide-MHC class I binding affinity with 185,985 pairs from IEDB/IMGT. The task is: Regression. Given a peptide amino acid sequence and an MHC pseudo amino acid sequence, predict their binding affinity value. This is MHC class I binding data. (1) The peptide sequence is MSLTVGAGV. The MHC is HLA-B15:01 with pseudo-sequence HLA-B15:01. The binding affinity (normalized) is 0.245. (2) The peptide sequence is GAGDFSHGW. The MHC is HLA-A26:01 with pseudo-sequence HLA-A26:01. The binding affinity (normalized) is 0.0847. (3) The MHC is HLA-A26:01 with pseudo-sequence HLA-A26:01. The peptide sequence is VSFQQPQQQY. The binding affinity (normalized) is 0.0601. (4) The peptide sequence is EYFMYRGLL. The MHC is H-2-Kd with pseudo-sequence H-2-Kd. The binding affinity (normalized) is 0.314. (5) The MHC is HLA-B27:05 with pseudo-sequence HLA-B27:05. The peptide sequence is ALYWALMES. The binding affinity (normalized) is 0.0847. (6) The peptide sequence is SDYLELDTI. The MHC is Mamu-A02 with pseudo-sequence Mamu-A02. The binding affinity (normalized) is 0. (7) The peptide sequence is LPETLETLL. The MHC is HLA-B53:01 with pseudo-sequence HLA-B53:01. The binding affinity (normalized) is 0.369.